Predict the product of the given reaction. From a dataset of Forward reaction prediction with 1.9M reactions from USPTO patents (1976-2016). (1) Given the reactants [C:1]([O:5][C:6]([C:8]1[C:9]([C:28](O)=[O:29])=[N:10][C:11]([C:21]2[CH:26]=[CH:25][C:24]([Cl:27])=[CH:23][CH:22]=2)=[C:12]([C:14]2[CH:19]=[CH:18][C:17]([Cl:20])=[CH:16][CH:15]=2)[N:13]=1)=[O:7])([CH3:4])([CH3:3])[CH3:2].[F:31][C:32]1([F:39])[CH2:37][CH2:36][CH:35]([NH2:38])[CH2:34][CH2:33]1.C1CN([P+](ON2N=NC3C=CC=CC2=3)(N2CCCC2)N2CCCC2)CC1.F[P-](F)(F)(F)(F)F, predict the reaction product. The product is: [Cl:27][C:24]1[CH:23]=[CH:22][C:21]([C:11]2[N:10]=[C:9]([C:28]([NH:38][CH:35]3[CH2:36][CH2:37][C:32]([F:39])([F:31])[CH2:33][CH2:34]3)=[O:29])[C:8]([C:6]([O:5][C:1]([CH3:2])([CH3:4])[CH3:3])=[O:7])=[N:13][C:12]=2[C:14]2[CH:19]=[CH:18][C:17]([Cl:20])=[CH:16][CH:15]=2)=[CH:26][CH:25]=1. (2) Given the reactants [CH3:1][C:2]1[CH:3]=[C:4]([NH:16][C:17]2[C:26]3[C:21](=[CH:22][CH:23]=[C:24]([NH:27][C:28]4[O:32][CH2:31][C:30]5([CH2:37][CH2:36][NH:35][CH2:34][CH2:33]5)[N:29]=4)[CH:25]=3)[N:20]=[CH:19][N:18]=2)[CH:5]=[CH:6][C:7]=1[O:8][C:9]1[CH:10]=[N:11][C:12]([CH3:15])=[CH:13][CH:14]=1.[C:38](OC(=O)C)(=[O:40])[CH3:39], predict the reaction product. The product is: [CH3:1][C:2]1[CH:3]=[C:4]([NH:16][C:17]2[C:26]3[C:21](=[CH:22][CH:23]=[C:24]([NH:27][C:28]4[O:32][CH2:31][C:30]5([CH2:37][CH2:36][N:35]([C:38](=[O:40])[CH3:39])[CH2:34][CH2:33]5)[N:29]=4)[CH:25]=3)[N:20]=[CH:19][N:18]=2)[CH:5]=[CH:6][C:7]=1[O:8][C:9]1[CH:10]=[N:11][C:12]([CH3:15])=[CH:13][CH:14]=1. (3) Given the reactants [Cl:1][C:2]1[CH:10]=[C:6]([C:7]([OH:9])=O)[C:5]([OH:11])=[CH:4][CH:3]=1.[NH2:12][C:13]1[CH:14]=[C:15]([CH:18]=[CH:19][CH:20]=1)[C:16]#[N:17], predict the reaction product. The product is: [Cl:1][C:2]1[CH:3]=[CH:4][C:5]([OH:11])=[C:6]([CH:10]=1)[C:7]([NH:12][C:13]1[CH:20]=[CH:19][CH:18]=[C:15]([C:16]#[N:17])[CH:14]=1)=[O:9]. (4) The product is: [F:1][C:2]1[CH:3]=[CH:4][C:5]([C:8]2[C:9]([C:21]3[CH:26]=[CH:25][C:24](=[O:27])[N:23]([C:28]4[CH:33]=[CH:32][CH:31]=[CH:30][C:29]=4[CH3:34])[N:22]=3)=[C:10]3[N:15]([CH2:16][CH2:17][CH2:18][OH:19])[CH2:14][CH2:13][N:11]3[N:12]=2)=[CH:6][CH:7]=1. Given the reactants [F:1][C:2]1[CH:7]=[CH:6][C:5]([C:8]2[C:9]([C:21]3[CH:26]=[CH:25][C:24](=[O:27])[N:23]([C:28]4[CH:33]=[CH:32][CH:31]=[CH:30][C:29]=4[CH3:34])[N:22]=3)=[C:10]3[N:15]([CH2:16][CH2:17][C:18](O)=[O:19])[CH2:14][CH2:13][N:11]3[N:12]=2)=[CH:4][CH:3]=1.[BH4-].[Na+].ClCCl.C([O-])(O)=O.[Na+], predict the reaction product. (5) Given the reactants [Cl:1][C:2]1[CH:7]=[CH:6][CH:5]=[C:4]([CH3:8])[C:3]=1[CH2:9][OH:10].N(C(OC(C)C)=O)=NC(OC(C)C)=O.O[C:26]1[CH:27]=[C:28]([CH2:32][C:33]([O:35][CH2:36][CH3:37])=[O:34])[CH:29]=[CH:30][CH:31]=1.C1(P(C2C=CC=CC=2)C2C=CC=CC=2)C=CC=CC=1, predict the reaction product. The product is: [Cl:1][C:2]1[CH:7]=[CH:6][CH:5]=[C:4]([CH3:8])[C:3]=1[CH2:9][O:10][C:30]1[CH:29]=[C:28]([CH2:32][C:33]([O:35][CH2:36][CH3:37])=[O:34])[CH:27]=[CH:26][CH:31]=1.